This data is from Catalyst prediction with 721,799 reactions and 888 catalyst types from USPTO. The task is: Predict which catalyst facilitates the given reaction. (1) Reactant: C(Cl)(=O)C(Cl)=O.[F:7][C:8]1[CH:9]=[C:10]([CH:14]=[CH:15][C:16]=1[N+:17]([O-:19])=[O:18])[C:11]([OH:13])=[O:12].CN(C=O)C.[CH2:25](O)[C:26]1[CH:31]=[CH:30][CH:29]=[CH:28][CH:27]=1. Product: [F:7][C:8]1[CH:9]=[C:10]([CH:14]=[CH:15][C:16]=1[N+:17]([O-:19])=[O:18])[C:11]([O:13][CH2:25][C:26]1[CH:31]=[CH:30][CH:29]=[CH:28][CH:27]=1)=[O:12]. The catalyst class is: 202. (2) Reactant: [O:1]1[CH2:6][CH2:5][N:4]([CH2:7][C:8]2[N:13]=[C:12]([NH:14]C(=O)OC(C)(C)C)[CH:11]=[CH:10][CH:9]=2)[CH2:3][CH2:2]1.C(O)(C(F)(F)F)=O. Product: [O:1]1[CH2:6][CH2:5][N:4]([CH2:7][C:8]2[N:13]=[C:12]([NH2:14])[CH:11]=[CH:10][CH:9]=2)[CH2:3][CH2:2]1. The catalyst class is: 4.